This data is from Forward reaction prediction with 1.9M reactions from USPTO patents (1976-2016). The task is: Predict the product of the given reaction. (1) Given the reactants [CH3:1][C:2]1[CH:7]=[CH:6][C:5]([S:8]([O:11][CH2:12][CH:13]([OH:36])[CH2:14][C:15]2[CH:20]=[CH:19][CH:18]=[C:17]([CH2:21][C:22]3[CH:27]=[CH:26][CH:25]=[CH:24][CH:23]=3)[C:16]=2[O:28]CC2C=CC=CC=2)(=[O:10])=[O:9])=[CH:4][CH:3]=1, predict the reaction product. The product is: [CH3:1][C:2]1[CH:3]=[CH:4][C:5]([S:8]([O:11][CH2:12][CH:13]([OH:36])[CH2:14][C:15]2[CH:20]=[CH:19][CH:18]=[C:17]([CH2:21][C:22]3[CH:23]=[CH:24][CH:25]=[CH:26][CH:27]=3)[C:16]=2[OH:28])(=[O:9])=[O:10])=[CH:6][CH:7]=1. (2) Given the reactants [C:1]([NH2:5])(=[O:4])[CH:2]=[CH2:3].[CH2:6]([C:16](=C)[C:17]([NH2:19])=[O:18])CCCCCCCCC.[CH:21]([C:23]1[CH:28]=[CH:27][CH:26]=[CH:25][C:24]=1[CH:29]=[CH2:30])=[CH2:22].O, predict the reaction product. The product is: [C:1]([NH2:5])(=[O:4])[CH:2]=[CH2:3].[CH2:30]([NH:19][C:17](=[O:18])[CH:16]=[CH2:6])[CH2:29][CH2:24][CH2:25][CH2:26][CH2:27][CH2:28][CH2:23][CH2:21][CH3:22].